This data is from Forward reaction prediction with 1.9M reactions from USPTO patents (1976-2016). The task is: Predict the product of the given reaction. (1) Given the reactants Br[CH2:2][CH2:3][O:4][C:5]1[CH:20]=[CH:19][C:8]([O:9][C:10]2[S:11][C:12]3[CH:18]=[CH:17][CH:16]=[CH:15][C:13]=3[N:14]=2)=[CH:7][CH:6]=1.[NH:21]1[CH2:29][CH2:28][CH:24]([C:25]([NH2:27])=[O:26])[CH2:23][CH2:22]1.CNC, predict the reaction product. The product is: [S:11]1[C:12]2[CH:18]=[CH:17][CH:16]=[CH:15][C:13]=2[N:14]=[C:10]1[O:9][C:8]1[CH:19]=[CH:20][C:5]([O:4][CH2:3][CH2:2][N:21]2[CH2:29][CH2:28][CH:24]([C:25]([NH2:27])=[O:26])[CH2:23][CH2:22]2)=[CH:6][CH:7]=1. (2) Given the reactants [C:1]1([CH:7]([C:11]2[CH:16]=[CH:15][CH:14]=[CH:13][N:12]=2)[C:8]([NH2:10])=[O:9])[CH:6]=[CH:5][CH:4]=[CH:3][CH:2]=1.[H][H], predict the reaction product. The product is: [C:1]1([CH:7]([CH:11]2[CH2:16][CH2:15][CH2:14][CH2:13][NH:12]2)[C:8]([NH2:10])=[O:9])[CH:2]=[CH:3][CH:4]=[CH:5][CH:6]=1.